This data is from Full USPTO retrosynthesis dataset with 1.9M reactions from patents (1976-2016). The task is: Predict the reactants needed to synthesize the given product. (1) Given the product [OH:1][C:15]1[C:14]([OH:13])=[CH:27][C:26]2[C@:25]34[CH2:28][CH2:29][N:30]([C:31]([O:33][CH2:34][C:35]5[CH:40]=[CH:39][CH:38]=[CH:37][CH:36]=5)=[O:32])[C@@H:19]([C@@H:20]3[CH2:21][CH2:22][CH2:23][CH2:24]4)[CH2:18][C:17]=2[CH:16]=1, predict the reactants needed to synthesize it. The reactants are: [OH:1]I1(=O)C2C=CC=CC=2C(=O)O1.[OH:13][C:14]1[CH:15]=[CH:16][C:17]2[CH2:18][C@H:19]3[N:30]([C:31]([O:33][CH2:34][C:35]4[CH:40]=[CH:39][CH:38]=[CH:37][CH:36]=4)=[O:32])[CH2:29][CH2:28][C@@:25]4([C:26]=2[CH:27]=1)[C@H:20]3[CH2:21][CH2:22][CH2:23][CH2:24]4.[BH4-].[Na+].C(O)(=O)C. (2) Given the product [CH3:1][O:2][CH2:3][CH2:4][CH2:5][O:6][C:7]1[CH:12]=[CH:11][N:10]=[C:9]([CH2:13][S:14]([C:15]2[NH:16][C:17]3[CH:23]=[CH:22][CH:21]=[CH:20][C:18]=3[N:19]=2)=[O:27])[C:8]=1[CH3:24], predict the reactants needed to synthesize it. The reactants are: [CH3:1][O:2][CH2:3][CH2:4][CH2:5][O:6][C:7]1[CH:12]=[CH:11][N:10]=[C:9]([CH2:13][S:14][C:15]2[NH:19][C:18]3[CH:20]=[CH:21][CH:22]=[CH:23][C:17]=3[N:16]=2)[C:8]=1[CH3:24].CS(C)=[O:27].ClC1C=CC=C(C(OO)=O)C=1.[OH-].[Na+]. (3) Given the product [CH:1]1([CH2:4][N:5]([C@@H:6]2[CH2:8][C@H:7]2[C:9]2[CH:23]=[CH:22][CH:21]=[C:11]([C:12](=[O:13])[NH:14][C:15]3[S:16][C:17]([CH3:20])=[N:18][N:19]=3)[CH:10]=2)[C:24](=[O:25])[O:26][C:27]([CH3:30])([CH3:29])[CH3:28])[CH2:3][CH2:2]1, predict the reactants needed to synthesize it. The reactants are: [CH:1]1([CH2:4][NH:5][C@@H:6]2[CH2:8][C@H:7]2[C:9]2[CH:10]=[C:11]([CH:21]=[CH:22][CH:23]=2)[C:12]([NH:14][C:15]2[S:16][C:17]([CH3:20])=[N:18][N:19]=2)=[O:13])[CH2:3][CH2:2]1.[C:24](O[C:24]([O:26][C:27]([CH3:30])([CH3:29])[CH3:28])=[O:25])([O:26][C:27]([CH3:30])([CH3:29])[CH3:28])=[O:25].C(=O)([O-])O.[Na+].O. (4) Given the product [Cl:1][C:2]1[CH:7]=[CH:6][CH:5]=[CH:4][C:3]=1[CH:8]1[C:13]([C:14]([NH:16][NH2:23])=[O:15])=[C:12]([CH3:19])[NH:11][C:10]2=[N:20][NH:21][CH:22]=[C:9]12, predict the reactants needed to synthesize it. The reactants are: [Cl:1][C:2]1[CH:7]=[CH:6][CH:5]=[CH:4][C:3]=1[CH:8]1[C:13]([C:14]([N:16](C)C)=[O:15])=[C:12]([CH3:19])[NH:11][C:10]2=[N:20][NH:21][CH:22]=[C:9]12.[NH2:23]N. (5) Given the product [N:33]1([C:29]([C:26]2[N:27]=[CH:28][C:23]([O:22][C:9]3[CH:10]=[C:11]([CH:12]=[C:7]([O:6][C@H:3]([CH2:2][OH:1])[CH2:4][CH3:5])[CH:8]=3)[C:13]([NH:15][C:16]3[CH:20]=[CH:19][N:18]([CH3:21])[N:17]=3)=[O:14])=[N:24][CH:25]=2)=[O:30])[CH2:36][CH2:35][CH2:34]1, predict the reactants needed to synthesize it. The reactants are: [OH:1][CH2:2][C@@H:3]([O:6][C:7]1[CH:8]=[C:9]([O:22][C:23]2[N:24]=[CH:25][C:26]([C:29](O)=[O:30])=[N:27][CH:28]=2)[CH:10]=[C:11]([C:13]([NH:15][C:16]2[CH:20]=[CH:19][N:18]([CH3:21])[N:17]=2)=[O:14])[CH:12]=1)[CH2:4][CH3:5].Cl.[NH:33]1[CH2:36][CH2:35][CH2:34]1.CN(C(ON1N=NC2C=CC=NC1=2)=[N+](C)C)C.F[P-](F)(F)(F)(F)F.CCN(C(C)C)C(C)C. (6) Given the product [C:17]([C:21]1[CH:25]=[C:24]([NH:26][C:2]2[C:3]([C:8]([OH:10])=[O:9])=[N:4][CH:5]=[CH:6][CH:7]=2)[N:23]([C:27]2[CH:32]=[CH:31][CH:30]=[CH:29][C:28]=2[CH3:33])[N:22]=1)([CH3:20])([CH3:19])[CH3:18], predict the reactants needed to synthesize it. The reactants are: Br[C:2]1[C:3]([C:8]([OH:10])=[O:9])=[N:4][CH:5]=[CH:6][CH:7]=1.C(=O)([O-])[O-].[K+].[K+].[C:17]([C:21]1[CH:25]=[C:24]([NH2:26])[N:23]([C:27]2[CH:32]=[CH:31][CH:30]=[CH:29][C:28]=2[CH3:33])[N:22]=1)([CH3:20])([CH3:19])[CH3:18]. (7) Given the product [CH:1]1[C:11]2[CH2:10][CH2:9][C:8]3[CH:12]=[CH:13][CH:14]=[CH:15][C:7]=3[C:6](=[CH:16][C:17]3[CH:22]=[CH:21][CH:20]=[CH:19][C:18]=3[C:27]3[CH:28]=[N:29][CH:30]=[CH:31][CH:32]=3)[C:5]=2[CH:4]=[CH:3][CH:2]=1, predict the reactants needed to synthesize it. The reactants are: [CH:1]1[C:11]2[CH2:10][CH2:9][C:8]3[CH:12]=[CH:13][CH:14]=[CH:15][C:7]=3[C:6](=[CH:16][C:17]3[CH:22]=[CH:21][CH:20]=[CH:19][C:18]=3B(O)O)[C:5]=2[CH:4]=[CH:3][CH:2]=1.Br[C:27]1[CH:28]=[N:29][CH:30]=[CH:31][CH:32]=1.